Predict which catalyst facilitates the given reaction. From a dataset of Catalyst prediction with 721,799 reactions and 888 catalyst types from USPTO. (1) Reactant: NC[C:3]1[C:8](C2C=CC=CC=2)=[CH:7][CH:6]=C[C:4]=1[OH:15].[NH2:16][CH2:17][C:18]1[CH:23]=[CH:22][C:21]([C:24]2[CH:29]=[CH:28][CH:27]=[CH:26][CH:25]=2)=[CH:20][C:19]=1[OH:30].C(Cl)(=O)CCCC.C(N(C(C)C)C(C)C)C. Product: [OH:30][C:19]1[CH:20]=[C:21]([C:24]2[CH:29]=[CH:28][CH:27]=[CH:26][CH:25]=2)[CH:22]=[CH:23][C:18]=1[CH2:17][NH:16][C:4](=[O:15])[CH2:3][CH2:8][CH2:7][CH3:6]. The catalyst class is: 2. (2) Reactant: C(O)(C(F)(F)F)=O.[C:8]([C:11]1([C:15]2[CH:52]=[CH:51][CH:50]=[CH:49][C:16]=2[CH2:17][CH2:18][C:19]2[C:24]([C:25]([F:28])([F:27])[F:26])=[CH:23][N:22]=[C:21]([NH:29][C:30]3[CH:35]=[CH:34][C:33]([CH:36]4[CH2:41][CH2:40][N:39](C(OC(C)(C)C)=O)[CH2:38][CH2:37]4)=[CH:32][CH:31]=3)[N:20]=2)[CH2:14][CH2:13][CH2:12]1)(=[O:10])[NH2:9]. The catalyst class is: 2. Product: [NH:39]1[CH2:40][CH2:41][CH:36]([C:33]2[CH:32]=[CH:31][C:30]([NH:29][C:21]3[N:20]=[C:19]([CH2:18][CH2:17][C:16]4[CH:49]=[CH:50][CH:51]=[CH:52][C:15]=4[C:11]4([C:8]([NH2:9])=[O:10])[CH2:14][CH2:13][CH2:12]4)[C:24]([C:25]([F:28])([F:27])[F:26])=[CH:23][N:22]=3)=[CH:35][CH:34]=2)[CH2:37][CH2:38]1. (3) The catalyst class is: 355. Product: [F:1][C:2]1[CH:9]=[CH:8][C:5]([CH2:6][NH2:7])=[C:4]([S:10][CH3:11])[CH:3]=1. Reactant: [F:1][C:2]1[CH:9]=[CH:8][C:5]([C:6]#[N:7])=[C:4]([S:10][CH3:11])[CH:3]=1.S(C)C.CO.Cl. (4) The catalyst class is: 29. Product: [OH:8][C:9]1[CH:10]=[CH:11][C:12]([C:15]2[N:19]([C:20]3[CH:21]=[N:22][CH:23]=[CH:24][CH:25]=3)[N:18]=[C:17]([C:26]([O:28][CH2:29][CH3:30])=[O:27])[CH:16]=2)=[N:13][CH:14]=1. Reactant: C([O:8][C:9]1[CH:10]=[CH:11][C:12]([C:15]2[N:19]([C:20]3[CH:21]=[N:22][CH:23]=[CH:24][CH:25]=3)[N:18]=[C:17]([C:26]([O:28][CH2:29][CH3:30])=[O:27])[CH:16]=2)=[N:13][CH:14]=1)C1C=CC=CC=1.C(OCC)(=O)C.[H][H]. (5) Reactant: [F:1][C:2]([F:7])([F:6])[C:3]([OH:5])=[O:4].[Si]([O:15][C@H:16]1[CH2:20][CH2:19][N:18]([CH2:21][C@@H:22]([N:31](C)[C:32](=O)OC(C)(C)C)[C:23]2[CH:28]=[CH:27][CH:26]=[C:25]([O:29][CH3:30])[CH:24]=2)[CH2:17]1)(C(C)(C)C)(C)C. Product: [F:1][C:2]([F:7])([F:6])[C:3]([O-:5])=[O:4].[OH:15][C@H:16]1[CH2:20][CH2:19][N:18]([CH2:21][C@H:22]([C:23]2[CH:28]=[CH:27][CH:26]=[C:25]([O:29][CH3:30])[CH:24]=2)[NH2+:31][CH3:32])[CH2:17]1. The catalyst class is: 4. (6) Reactant: [Cl:1][C:2]1[CH:7]=[CH:6][C:5]([CH2:8][NH:9][CH2:10][CH2:11][N:12]2[C:16]3=[N:17][CH:18]=[N:19][C:20]([NH2:21])=[C:15]3[C:14]([I:22])=[N:13]2)=[CH:4][CH:3]=1.[C:23](Cl)(=[O:26])[CH:24]=[CH2:25]. Product: [NH2:21][C:20]1[N:19]=[CH:18][N:17]=[C:16]2[N:12]([CH2:11][CH2:10][N:9]([CH2:8][C:5]3[CH:6]=[CH:7][C:2]([Cl:1])=[CH:3][CH:4]=3)[C:23](=[O:26])[CH:24]=[CH2:25])[N:13]=[C:14]([I:22])[C:15]=12. The catalyst class is: 2.